From a dataset of Full USPTO retrosynthesis dataset with 1.9M reactions from patents (1976-2016). Predict the reactants needed to synthesize the given product. Given the product [CH3:5][Si:4]([CH2:7][CH2:15][CH2:14][O:13][C:8](=[O:12])[CH:9]=[CH2:10])([CH3:6])[O:3][SiH:2]([CH3:17])[CH3:1], predict the reactants needed to synthesize it. The reactants are: [CH3:1][SiH2:2][O:3][Si:4]([CH3:7])([CH3:6])[CH3:5].[C:8]([O:13][CH2:14][CH:15]=C)(=[O:12])[C:9](C)=[CH2:10].[CH:17]1C=CC(P(C2C=CC=CC=2)C2C=CC=CC=2)=CC=1.